Predict the reactants needed to synthesize the given product. From a dataset of Full USPTO retrosynthesis dataset with 1.9M reactions from patents (1976-2016). (1) Given the product [CH3:1][O:2][C:3]1[CH:14]=[CH:13][C:6]2[CH:7]=[C:8]([C:16]3[NH:17][C:18](=[O:28])[C:19]4[C:24](=[CH:23][CH:22]=[CH:21][CH:20]=4)[N:15]=3)[O:9][C:5]=2[CH:4]=1, predict the reactants needed to synthesize it. The reactants are: [CH3:1][O:2][C:3]1[CH:14]=[CH:13][C:6]2[CH:7]=[C:8](B(O)O)[O:9][C:5]=2[CH:4]=1.[N:15]1[C:16](=O)[NH:17][CH:18]=[C:19]2[C:24]=1[CH:23]=[CH:22][CH:21]=[CH:20]2.C([O-])(=[O:28])C.[Na+].C1(C)C=CC=CC=1. (2) Given the product [C:1]1([NH:7][C:8]([C:10]2[N:15]=[CH:14][C:13]([CH:16]([CH3:21])[C:17]([OH:19])=[O:18])=[CH:12][CH:11]=2)=[O:9])[CH:2]=[CH:3][CH:4]=[CH:5][CH:6]=1, predict the reactants needed to synthesize it. The reactants are: [C:1]1([NH:7][C:8]([C:10]2[N:15]=[CH:14][C:13]([CH:16]([CH3:21])[C:17]([O:19]C)=[O:18])=[CH:12][CH:11]=2)=[O:9])[CH:6]=[CH:5][CH:4]=[CH:3][CH:2]=1.O.[OH-].[Li+].